Dataset: TCR-epitope binding with 47,182 pairs between 192 epitopes and 23,139 TCRs. Task: Binary Classification. Given a T-cell receptor sequence (or CDR3 region) and an epitope sequence, predict whether binding occurs between them. (1) The epitope is KTSVDCTMYI. The TCR CDR3 sequence is CASSLGQGVTEAFF. Result: 1 (the TCR binds to the epitope). (2) The epitope is KLPDDFTGCV. The TCR CDR3 sequence is CASSGDPQSSYNSPLHF. Result: 1 (the TCR binds to the epitope). (3) The TCR CDR3 sequence is CSVPGLGEQFF. The epitope is TPRVTGGGAM. Result: 0 (the TCR does not bind to the epitope).